From a dataset of Full USPTO retrosynthesis dataset with 1.9M reactions from patents (1976-2016). Predict the reactants needed to synthesize the given product. Given the product [Br:1][C:2]1[CH:7]=[C:6]2[C:5]([CH2:8][CH2:9][C:10]2=[O:11])=[CH:4][CH:3]=1, predict the reactants needed to synthesize it. The reactants are: [Br:1][C:2]1[CH:7]=[CH:6][C:5]([CH2:8][CH2:9][C:10](Cl)=[O:11])=[CH:4][CH:3]=1.[Al+3].[Cl-].[Cl-].[Cl-].Cl.